This data is from Retrosynthesis with 50K atom-mapped reactions and 10 reaction types from USPTO. The task is: Predict the reactants needed to synthesize the given product. (1) Given the product COC[C@@H](c1ccccc1)N(Cc1ccc(C(=O)OC)cc1)C(=O)[C@@H]1Cc2ccccc2CN1C(=O)[C@@H](NC(=O)OC(C)(C)C)C(C)(C)C, predict the reactants needed to synthesize it. The reactants are: CC(C)(C)OC(=O)N[C@H](C(=O)O)C(C)(C)C.COC[C@@H](c1ccccc1)N(Cc1ccc(C(=O)OC)cc1)C(=O)[C@@H]1Cc2ccccc2CN1. (2) Given the product O=C(O)C(F)(F)F, predict the reactants needed to synthesize it. The reactants are: CC(C)(C)OC(=O)N1CCN(CCOc2cccc3nc(N)nc(N)c23)CC1. (3) Given the product Clc1cc(CBr)c(Cl)s1, predict the reactants needed to synthesize it. The reactants are: Cc1cc(Cl)sc1Cl.O=C1CCC(=O)N1Br. (4) Given the product O=C(CCc1ccccc1)N1CCC1c1ccccc1, predict the reactants needed to synthesize it. The reactants are: O=C(Cl)CCc1ccccc1.c1ccc(C2CCN2)cc1. (5) Given the product CCNC1CCN(C(=O)OC(C)(C)C)CC1, predict the reactants needed to synthesize it. The reactants are: CC(C)(C)OC(=O)N1CCC(=O)CC1.CCN.